Dataset: Reaction yield outcomes from USPTO patents with 853,638 reactions. Task: Predict the reaction yield, written as a fraction of the theoretical maximum amount of product (1.0 means a 100% yield; for example, 0.34 means a 34% yield). (1) The reactants are [C:1]([OH:20])(=[O:19])[CH2:2][CH2:3][CH2:4][CH2:5][CH2:6][CH2:7][CH2:8]/[CH:9]=[CH:10]\[CH2:11]/[CH:12]=[CH:13]\[CH2:14]/[CH:15]=[CH:16]\[CH2:17][CH3:18].[C:1]([OH:20])(=[O:19])[CH2:2][CH2:3][CH2:4][CH2:5][CH2:6][CH2:7][CH2:8]/[CH:9]=[CH:10]\[CH2:11]/[CH:12]=[CH:13]\[CH2:14]/[CH:15]=[CH:16]\[CH2:17][CH3:18].[N+:41](/C(/C/C=C\C/C=C\CC)=C/CCCCCCCC(O)=O)([O-:43])=[O:42]. No catalyst specified. The product is [N+:41](/[C:9](=[CH:10]/[CH2:11]/[CH:12]=[CH:13]\[CH2:14]/[CH:15]=[CH:16]\[CH2:17][CH3:18])/[CH2:8][CH2:7][CH2:6][CH2:5][CH2:4][CH2:3][CH2:2][C:1]([OH:20])=[O:19])([O-:43])=[O:42]. The yield is 0.210. (2) The yield is 0.510. The product is [CH3:13][C:12]1[CH:11]=[CH:10][C:7]2[C:2](=[C:3]([CH3:9])[C:4]([OH:8])=[CH:5][CH:6]=2)[N:1]=1. The catalyst is Cl. The reactants are [NH2:1][C:2]1[C:3]([CH3:9])=[C:4]([OH:8])[CH:5]=[CH:6][CH:7]=1.[CH:10](=O)/[CH:11]=[CH:12]/[CH3:13].[OH-].[NH4+].